This data is from Catalyst prediction with 721,799 reactions and 888 catalyst types from USPTO. The task is: Predict which catalyst facilitates the given reaction. (1) Reactant: [C:1]1([C:7]2[CH:8]=[C:9]3[C:13](=[C:14]([C:16]([NH2:18])=[O:17])[CH:15]=2)[NH:12][CH:11]=[C:10]3[CH:19]2[CH2:23][CH2:22][CH:21]([NH:24]CC3C=CC=CC=3)[CH2:20]2)[CH:6]=[CH:5][CH:4]=[CH:3][CH:2]=1.C([O-])=O.[NH4+]. Product: [NH2:24][CH:21]1[CH2:22][CH2:23][CH:19]([C:10]2[C:9]3[C:13](=[C:14]([C:16]([NH2:18])=[O:17])[CH:15]=[C:7]([C:1]4[CH:6]=[CH:5][CH:4]=[CH:3][CH:2]=4)[CH:8]=3)[NH:12][CH:11]=2)[CH2:20]1. The catalyst class is: 63. (2) Reactant: [CH2:1]([S-:3])[CH3:2].[Na+].[N+:5]([C:8]1[CH:9]=[CH:10][C:11](Cl)=[N:12][CH:13]=1)([O-:7])=[O:6]. Product: [CH2:1]([S:3][C:11]1[CH:10]=[CH:9][C:8]([N+:5]([O-:7])=[O:6])=[CH:13][N:12]=1)[CH3:2]. The catalyst class is: 20. (3) Reactant: C1(P(C2C=CC=CC=2)C2C=CC=CC=2)C=CC=CC=1.II.[Si]([O:29][C:30]1[CH:63]=[CH:62][C:33]([C:34]([NH:36][NH:37][C:38](=O)[C@H:39]([NH:50][C:51]2[CH:56]=[CH:55][C:54]([C:57]#[N:58])=[C:53]([Cl:59])[C:52]=2[CH3:60])[C@H:40]([O:42][Si:43]([C:46]([CH3:49])([CH3:48])[CH3:47])([CH3:45])[CH3:44])[CH3:41])=[O:35])=[CH:32][C:31]=1[Cl:64])(C(C)(C)C)(C)C. Product: [Si:43]([O:42][C@H:40]([CH3:41])[C@@H:39]([NH:50][C:51]1[CH:56]=[CH:55][C:54]([C:57]#[N:58])=[C:53]([Cl:59])[C:52]=1[CH3:60])[C:38]1[O:35][C:34]([C:33]2[CH:62]=[CH:63][C:30]([OH:29])=[C:31]([Cl:64])[CH:32]=2)=[N:36][N:37]=1)([C:46]([CH3:48])([CH3:47])[CH3:49])([CH3:44])[CH3:45]. The catalyst class is: 2. (4) Reactant: [Cl:1][C:2]1[CH:26]=[CH:25][C:5]([C:6]([NH:8][CH:9]([C:19]2[CH:24]=[CH:23][CH:22]=[CH:21][CH:20]=2)[CH2:10][NH:11][C:12](=[O:18])[O:13][C:14]([CH3:17])([CH3:16])[CH3:15])=[O:7])=[CH:4][C:3]=1[NH:27][C:28]([C:30]1[C:43](=[O:44])[NH:42][C:33]2[N:34]=[C:35](S(C)(=O)=O)[N:36]=[CH:37][C:32]=2[CH:31]=1)=[O:29].[NH:45]1[CH2:50][CH2:49][CH:48]([NH:51][C:52](=[O:58])[O:53][C:54]([CH3:57])([CH3:56])[CH3:55])[CH2:47][CH2:46]1.CN(C=O)C. Product: [C:54]([O:53][C:52](=[O:58])[NH:51][CH:48]1[CH2:49][CH2:50][N:45]([C:35]2[N:36]=[CH:37][C:32]3[CH:31]=[C:30]([C:28](=[O:29])[NH:27][C:3]4[CH:4]=[C:5]([C:6](=[O:7])[NH:8][CH:9]([C:19]5[CH:20]=[CH:21][CH:22]=[CH:23][CH:24]=5)[CH2:10][NH:11][C:12]([O:13][C:14]([CH3:16])([CH3:15])[CH3:17])=[O:18])[CH:25]=[CH:26][C:2]=4[Cl:1])[C:43](=[O:44])[NH:42][C:33]=3[N:34]=2)[CH2:46][CH2:47]1)([CH3:57])([CH3:55])[CH3:56]. The catalyst class is: 6.